Dataset: Catalyst prediction with 721,799 reactions and 888 catalyst types from USPTO. Task: Predict which catalyst facilitates the given reaction. (1) Reactant: C([Li])CCC.Br[C:7]1[CH:12]=[C:11]([F:13])[C:10]([Br:14])=[CH:9][C:8]=1[F:15].[CH2:16]([O:18]CC)C. Product: [Br:14][C:10]1[C:11]([F:13])=[CH:12][C:7]([CH:16]=[O:18])=[C:8]([F:15])[CH:9]=1. The catalyst class is: 6. (2) Reactant: [CH3:1][N:2]1[CH2:6][C@@H:5]2[NH:7][CH2:8][CH2:9][C@@H:4]2[CH2:3]1.[Cl:10][C:11]1[C:12]([C:30]2[CH:31]=[N:32][N:33]3[CH:38]=[CH:37][CH:36]=[CH:35][C:34]=23)=[N:13][C:14]([NH:17][C:18]2[CH:23]=[C:22]([N+:24]([O-:26])=[O:25])[C:21](F)=[CH:20][C:19]=2[O:28][CH3:29])=[N:15][CH:16]=1.CCN(C(C)C)C(C)C. Product: [CH3:1][N:2]1[CH2:6][C@@H:5]2[N:7]([C:21]3[C:22]([N+:24]([O-:26])=[O:25])=[CH:23][C:18]([NH:17][C:14]4[N:13]=[C:12]([C:30]5[CH:31]=[N:32][N:33]6[CH:38]=[CH:37][CH:36]=[CH:35][C:34]=56)[C:11]([Cl:10])=[CH:16][N:15]=4)=[C:19]([O:28][CH3:29])[CH:20]=3)[CH2:8][CH2:9][C@@H:4]2[CH2:3]1. The catalyst class is: 836. (3) Reactant: CC1N=CC(C=C[C:10](=[O:25])[CH2:11][CH2:12][CH2:13][CH2:14][C:15]2[CH:24]=[CH:23][C:22]3CCCNC=3N=2)=CN=1. Product: [C:13]1([CH2:12][CH2:11][CH2:10][OH:25])[CH:14]=[CH:15][CH:24]=[CH:23][CH:22]=1. The catalyst class is: 2. (4) Reactant: FC(F)(F)C(O)=O.C(OC(=O)[NH:14][C:15]1[CH:20]=[C:19]([Cl:21])[C:18]([O:22][CH2:23][CH3:24])=[C:17]([Cl:25])[CH:16]=1)(C)(C)C.C(=O)([O-])[O-].[K+].[K+]. Product: [Cl:21][C:19]1[CH:20]=[C:15]([NH2:14])[CH:16]=[C:17]([Cl:25])[C:18]=1[O:22][CH2:23][CH3:24]. The catalyst class is: 6. (5) The catalyst class is: 606. Product: [CH3:32][C:29]1[CH:30]=[CH:31][C:26]([NH:25][C:13]([CH:11]2[CH2:10][CH2:9][C:8](=[O:7])[O:12]2)=[O:15])=[N:27][CH:28]=1. Reactant: C(Cl)(=O)C(Cl)=O.[O:7]=[C:8]1[O:12][CH:11]([C:13]([OH:15])=O)[CH2:10][CH2:9]1.CCN(C(C)C)C(C)C.[NH2:25][C:26]1[CH:31]=[CH:30][C:29]([CH3:32])=[CH:28][N:27]=1. (6) Reactant: [Br:1][C:2]1[NH:11][C:5]2[N:6]=[CH:7][N:8]=[C:9]([Cl:10])[C:4]=2[CH:3]=1.[H-].[Na+].[CH3:14]I. Product: [Br:1][C:2]1[N:11]([CH3:14])[C:5]2[N:6]=[CH:7][N:8]=[C:9]([Cl:10])[C:4]=2[CH:3]=1. The catalyst class is: 1. (7) Reactant: Cl[C:2](OC(Cl)(Cl)Cl)=[O:3].[Cl:9][C:10]1[CH:15]=[CH:14][C:13]([O:16][C:17]2[CH:21]=[C:20]([CH3:22])[NH:19][N:18]=2)=[C:12]([C:23]([F:26])([F:25])[F:24])[CH:11]=1.C(N(CC)CC)C.[CH2:34]([NH2:40])[CH:35]1[O:39][CH2:38][CH2:37][CH2:36]1.Cl. Product: [CH2:34]([NH:40][C:2]([N:19]1[C:20]([CH3:22])=[CH:21][C:17]([O:16][C:13]2[CH:14]=[CH:15][C:10]([Cl:9])=[CH:11][C:12]=2[C:23]([F:25])([F:24])[F:26])=[N:18]1)=[O:3])[CH:35]1[O:39][CH2:38][CH2:37][CH2:36]1. The catalyst class is: 13.